Task: Regression. Given two drug SMILES strings and cell line genomic features, predict the synergy score measuring deviation from expected non-interaction effect.. Dataset: NCI-60 drug combinations with 297,098 pairs across 59 cell lines Drug 1: CCC1(CC2CC(C3=C(CCN(C2)C1)C4=CC=CC=C4N3)(C5=C(C=C6C(=C5)C78CCN9C7C(C=CC9)(C(C(C8N6C)(C(=O)OC)O)OC(=O)C)CC)OC)C(=O)OC)O.OS(=O)(=O)O. Drug 2: C#CCC(CC1=CN=C2C(=N1)C(=NC(=N2)N)N)C3=CC=C(C=C3)C(=O)NC(CCC(=O)O)C(=O)O. Cell line: NCI-H226. Synergy scores: CSS=-4.54, Synergy_ZIP=1.43, Synergy_Bliss=-0.357, Synergy_Loewe=-3.00, Synergy_HSA=-2.81.